Task: Predict which catalyst facilitates the given reaction.. Dataset: Catalyst prediction with 721,799 reactions and 888 catalyst types from USPTO Reactant: [CH3:1][C:2]1[CH:7]=[CH:6][C:5]([C:8]2[CH:13]=[CH:12][C:11]([N:14]3[CH:18]=[CH:17][CH:16]=[N:15]3)=[CH:10][CH:9]=2)=[CH:4][CH:3]=1.C1C(=O)N([Br:26])C(=O)C1.C1COCC1. Product: [Br:26][C:17]1[CH:16]=[N:15][N:14]([C:11]2[CH:12]=[CH:13][C:8]([C:5]3[CH:4]=[CH:3][C:2]([CH3:1])=[CH:7][CH:6]=3)=[CH:9][CH:10]=2)[CH:18]=1. The catalyst class is: 2.